Dataset: Catalyst prediction with 721,799 reactions and 888 catalyst types from USPTO. Task: Predict which catalyst facilitates the given reaction. (1) Reactant: [O:1]1[CH2:6][CH2:5][N:4]([C:7]2[CH:15]=[CH:14][C:10]([C:11](=[S:13])[NH2:12])=[CH:9][CH:8]=2)[CH2:3][CH2:2]1.Br[CH2:17][CH:18](OC)OC.C1(C)C=CC(S(O)(=O)=O)=CC=1. Product: [S:13]1[CH:18]=[CH:17][N:12]=[C:11]1[C:10]1[CH:9]=[CH:8][C:7]([N:4]2[CH2:3][CH2:2][O:1][CH2:6][CH2:5]2)=[CH:15][CH:14]=1. The catalyst class is: 14. (2) Reactant: [Li]CCCC.[Br:6][C:7]1[CH:12]=[CH:11][C:10](I)=[C:9]([F:14])[CH:8]=1.[CH2:15]([CH:18]1[CH2:23][CH2:22][C:21](=[O:24])[CH2:20][CH2:19]1)[CH2:16][CH3:17]. Product: [Br:6][C:7]1[CH:12]=[CH:11][C:10]([C:21]2([OH:24])[CH2:22][CH2:23][CH:18]([CH2:15][CH2:16][CH3:17])[CH2:19][CH2:20]2)=[C:9]([F:14])[CH:8]=1. The catalyst class is: 1. (3) Reactant: [CH3:1][C@@H:2]([O:17][C@H:18]1[O:23][CH2:22][CH2:21][N:20]([CH2:24][C:25]2[NH:30][C:28](=[O:29])[N:27]([P:31]([OH:34])([OH:33])=[O:32])[N:26]=2)[C@H:19]1[C:35]1[CH:36]=[CH:37][C:38]([F:41])=[CH:39][CH:40]=1)[C:3]1[CH:4]=[C:5]([C:13]([F:16])([F:15])[F:14])[CH:6]=[C:7]([C:9]([F:12])([F:11])[F:10])[CH:8]=1.CNC[C@H](O)[C@@H](O)[C@H](O)[C@H](O)CO.CNC[C@H](O)[C@@H](O)[C@H](O)[C@H](O)CO.O. Product: [CH3:1][C@@H:2]([O:17][C@H:18]1[O:23][CH2:22][CH2:21][N:20]([CH2:24][C:25]2[N:30]=[C:28]([OH:29])[N:27]([P:31]([OH:33])([OH:34])=[O:32])[N:26]=2)[C@H:19]1[C:35]1[CH:36]=[CH:37][C:38]([F:41])=[CH:39][CH:40]=1)[C:3]1[CH:8]=[C:7]([C:9]([F:10])([F:11])[F:12])[CH:6]=[C:5]([C:13]([F:16])([F:15])[F:14])[CH:4]=1. The catalyst class is: 5. (4) Reactant: [CH2:1]([N:3]([CH2:11][CH3:12])[CH2:4][CH2:5][CH2:6][C:7]([CH3:10])(O)[CH3:8])[CH3:2].CC#[N:15].OS(O)(=O)=O.C([O-])([O-])=O.[Na+].[Na+].[OH-].[Na+]. Product: [CH2:1]([N:3]([CH2:11][CH3:12])[CH2:4][CH2:5][CH2:6][C:7]([CH3:10])([NH2:15])[CH3:8])[CH3:2]. The catalyst class is: 52.